Dataset: Full USPTO retrosynthesis dataset with 1.9M reactions from patents (1976-2016). Task: Predict the reactants needed to synthesize the given product. The reactants are: [Cl:1][C:2]1[CH:7]=[CH:6][C:5]([N:8]2[CH2:12][CH2:11][CH:10]([NH:13]C(=O)OC(C)(C)C)[CH2:9]2)=[CH:4][CH:3]=1.FC(F)(F)C(O)=O.[OH-].[Na+]. Given the product [Cl:1][C:2]1[CH:7]=[CH:6][C:5]([N:8]2[CH2:12][CH2:11][CH:10]([NH2:13])[CH2:9]2)=[CH:4][CH:3]=1, predict the reactants needed to synthesize it.